Dataset: Reaction yield outcomes from USPTO patents with 853,638 reactions. Task: Predict the reaction yield, written as a fraction of the theoretical maximum amount of product (1.0 means a 100% yield; for example, 0.34 means a 34% yield). The reactants are N[C:2]1[CH:11]=[CH:10][CH:9]=[C:8]2[C:3]=1[CH:4]=[CH:5][CH:6]=[N:7]2.N([O-])=O.[Na+].C(OCC)(=O)C.C(OCC)C.C1(C)C(C)=CC=CC=1.[H+].[B-](F)(F)(F)[F:37]. No catalyst specified. The product is [F:37][C:2]1[CH:11]=[CH:10][CH:9]=[C:8]2[C:3]=1[CH:4]=[CH:5][CH:6]=[N:7]2. The yield is 0.550.